This data is from Reaction yield outcomes from USPTO patents with 853,638 reactions. The task is: Predict the reaction yield, written as a fraction of the theoretical maximum amount of product (1.0 means a 100% yield; for example, 0.34 means a 34% yield). The reactants are Cl[C:2]1[CH:7]=[CH:6][N:5]=[C:4]2[CH:8]=[C:9]([C:11](=[O:14])[CH2:12][CH3:13])[S:10][C:3]=12.[OH:15][C:16]1[CH:24]=[C:23]2[C:19]([C:20]([C:27]([NH:29][CH2:30][CH2:31][CH2:32][N:33]3[CH2:38][CH2:37][O:36][CH2:35][CH2:34]3)=[O:28])=[C:21]([CH3:26])[N:22]2[CH3:25])=[CH:18][CH:17]=1.C([O-])([O-])=O.[Cs+].[Cs+]. No catalyst specified. The product is [N:33]1([CH2:32][CH2:31][CH2:30][NH:29][C:27]([C:20]2[C:19]3[C:23](=[CH:24][C:16]([O:15][C:2]4[CH:7]=[CH:6][N:5]=[C:4]5[CH:8]=[C:9]([C:11](=[O:14])[CH2:12][CH3:13])[S:10][C:3]=45)=[CH:17][CH:18]=3)[N:22]([CH3:25])[C:21]=2[CH3:26])=[O:28])[CH2:38][CH2:37][O:36][CH2:35][CH2:34]1. The yield is 0.110.